From a dataset of Reaction yield outcomes from USPTO patents with 853,638 reactions. Predict the reaction yield, written as a fraction of the theoretical maximum amount of product (1.0 means a 100% yield; for example, 0.34 means a 34% yield). (1) The reactants are [NH2:1][C:2]1[CH:3]2[C:10]([C:11]3[CH:16]=[CH:15][C:14]([CH3:17])=[CH:13][CH:12]=3)=[N:9][N:8]([CH2:18][CH2:19][CH2:20][CH2:21][OH:22])[CH:4]2[N:5]=[CH:6][N:7]=1.[S:23](Cl)([C:26]1[CH:32]=[CH:31][C:29]([CH3:30])=[CH:28][CH:27]=1)(=[O:25])=[O:24].C(Cl)Cl. The catalyst is CN(C1C=CN=CC=1)C.O. The product is [NH2:1][C:2]1[CH:3]2[C:10]([C:11]3[CH:12]=[CH:13][C:14]([CH3:17])=[CH:15][CH:16]=3)=[N:9][N:8]([CH2:18][CH2:19][CH2:20][CH2:21][O:22][S:23]([C:26]3[CH:32]=[CH:31][C:29]([CH3:30])=[CH:28][CH:27]=3)(=[O:25])=[O:24])[CH:4]2[N:5]=[CH:6][N:7]=1. The yield is 0.850. (2) The reactants are [CH2:1]([O:8][C:9]1([C:12]2[CH:17]=[CH:16][C:15]([C:18]#[C:19][C:20]3[CH:25]=[CH:24][C:23]([CH2:26][C:27]([O:29]C)=[O:28])=[CH:22][CH:21]=3)=[CH:14][CH:13]=2)[CH2:11][CH2:10]1)[C:2]1[CH:7]=[CH:6][CH:5]=[CH:4][CH:3]=1.[OH-].[Na+]. The catalyst is C(O)C.O1CCCC1. The product is [CH2:1]([O:8][C:9]1([C:12]2[CH:17]=[CH:16][C:15]([C:18]#[C:19][C:20]3[CH:21]=[CH:22][C:23]([CH2:26][C:27]([OH:29])=[O:28])=[CH:24][CH:25]=3)=[CH:14][CH:13]=2)[CH2:11][CH2:10]1)[C:2]1[CH:3]=[CH:4][CH:5]=[CH:6][CH:7]=1. The yield is 0.810. (3) The reactants are Br[C:2]1[C:10]2[O:9][C:8]([CH3:12])([CH3:11])[C:7](=[O:13])[C:6]=2[C:5]([CH3:14])=[CH:4][C:3]=1[CH3:15].[CH3:16][O-:17].[Na+].CO. The catalyst is [Cu](Br)Br.O. The product is [CH3:16][O:17][C:2]1[C:10]2[O:9][C:8]([CH3:12])([CH3:11])[C:7](=[O:13])[C:6]=2[C:5]([CH3:14])=[CH:4][C:3]=1[CH3:15]. The yield is 0.500. (4) The reactants are [Cl:1][C:2]1[CH:3]=[C:4]([NH:18][C:19]2[N:23]=[C:22]([NH2:24])[NH:21][N:20]=2)[CH:5]=[C:6]([Cl:17])[C:7]=1[S:8][C:9]1[CH:14]=[CH:13][C:12]([O:15][CH3:16])=[CH:11][CH:10]=1.OOS([O-])=O.[K+].CO.[OH-:33].[NH4+].C[OH:36].ClCCl. No catalyst specified. The product is [Cl:17][C:6]1[CH:5]=[C:4]([NH:18][C:19]2[N:23]=[C:22]([NH2:24])[NH:21][N:20]=2)[CH:3]=[C:2]([Cl:1])[C:7]=1[S:8]([C:9]1[CH:10]=[CH:11][C:12]([O:15][CH3:16])=[CH:13][CH:14]=1)(=[O:36])=[O:33]. The yield is 0.0600. (5) The reactants are [OH:1][CH2:2][C:3]1[N:4]=[C:5]([S:8][CH2:9][CH2:10][C:11]([F:15])=[C:12]([F:14])[F:13])[O:6][CH:7]=1.[H-].[Na+].[CH3:18]I.Cl. The catalyst is O1CCCC1. The product is [CH3:18][O:1][CH2:2][C:3]1[N:4]=[C:5]([S:8][CH2:9][CH2:10][C:11]([F:15])=[C:12]([F:14])[F:13])[O:6][CH:7]=1. The yield is 0.525. (6) The reactants are [S:1]1[C:5]2[CH:6]=[CH:7][CH:8]=[CH:9][C:4]=2[N:3]=[C:2]1[NH:10][C:11]([N:13]1[CH2:18][CH2:17][O:16][C:15]2[CH:19]=[CH:20][C:21]([C:23]3[S:24][C:25]([N:33]([CH3:43])[CH2:34][CH2:35][O:36][C:37]4[CH:42]=[CH:41][CH:40]=[CH:39][CH:38]=4)=[C:26]([C:28]([O:30]CC)=[O:29])[N:27]=3)=[CH:22][C:14]1=2)=[O:12].[OH-].[K+].CO. The catalyst is O. The product is [S:1]1[C:5]2[CH:6]=[CH:7][CH:8]=[CH:9][C:4]=2[N:3]=[C:2]1[NH:10][C:11]([N:13]1[CH2:18][CH2:17][O:16][C:15]2[CH:19]=[CH:20][C:21]([C:23]3[S:24][C:25]([N:33]([CH3:43])[CH2:34][CH2:35][O:36][C:37]4[CH:38]=[CH:39][CH:40]=[CH:41][CH:42]=4)=[C:26]([C:28]([OH:30])=[O:29])[N:27]=3)=[CH:22][C:14]1=2)=[O:12]. The yield is 0.0800. (7) The reactants are [CH3:1][O:2][C:3](=[O:42])/[C:4](/[NH:13][C:14](=[O:41])[C:15]1[C:20]([CH3:21])=[CH:19][C:18]([C:22]([NH:24][CH2:25][C:26]2[CH:31]=[CH:30][CH:29]=[C:28]([O:32][Si](C(C)(C)C)(C)C)[CH:27]=2)=[O:23])=[CH:17][C:16]=1[CH3:40])=[CH:5]/[C:6]1[S:10][C:9]([CH3:11])=[N:8][C:7]=1[CH3:12].[F-].C([N+](CCCC)(CCCC)CCCC)CCC. The catalyst is C1COCC1.C(OCC)(=O)C. The product is [CH3:1][O:2][C:3](=[O:42])/[C:4](/[NH:13][C:14](=[O:41])[C:15]1[C:20]([CH3:21])=[CH:19][C:18]([C:22]([NH:24][CH2:25][C:26]2[CH:31]=[CH:30][CH:29]=[C:28]([OH:32])[CH:27]=2)=[O:23])=[CH:17][C:16]=1[CH3:40])=[CH:5]/[C:6]1[S:10][C:9]([CH3:11])=[N:8][C:7]=1[CH3:12]. The yield is 1.00.